Predict which catalyst facilitates the given reaction. From a dataset of Catalyst prediction with 721,799 reactions and 888 catalyst types from USPTO. Product: [Cl:14][C:15]1[N:16]=[C:17]([C:34]2[C:39]([O:40][CH3:41])=[CH:38][C:37]([C:42]3[CH:47]=[CH:46][CH:45]=[C:44]([F:48])[CH:43]=3)=[C:36]([F:49])[CH:35]=2)[C:18]2[C:23]([CH:24]=1)=[CH:22][C:21]([S:25]([NH:28][C:29]1[CH:33]=[CH:32][O:31][N:30]=1)(=[O:27])=[O:26])=[CH:20][CH:19]=2.[C:6]([C:15]1[N:16]=[C:17]([C:34]2[C:39]([O:40][CH3:41])=[CH:38][C:37]([C:42]3[CH:47]=[CH:46][CH:45]=[C:44]([F:48])[CH:43]=3)=[C:36]([F:49])[CH:35]=2)[C:18]2[C:23]([CH:24]=1)=[CH:22][C:21]([S:25]([NH:28][C:29]1[CH:33]=[CH:32][O:31][N:30]=1)(=[O:27])=[O:26])=[CH:20][CH:19]=2)#[N:7]. Reactant: BrC1C=C2C(=CC=1)C(Cl)=[N:7][C:6](Cl)=C2.[Cl:14][C:15]1[N:16]=[C:17]([C:34]2[C:39]([O:40][CH3:41])=[CH:38][C:37]([C:42]3[CH:47]=[CH:46][CH:45]=[C:44]([F:48])[CH:43]=3)=[C:36]([F:49])[CH:35]=2)[C:18]2[C:23]([CH:24]=1)=[CH:22][C:21]([S:25]([NH:28][C:29]1[CH:33]=[CH:32][O:31][N:30]=1)(=[O:27])=[O:26])=[CH:20][CH:19]=2.C([Zn]C#N)#N. The catalyst class is: 128.